The task is: Predict the product of the given reaction.. This data is from Forward reaction prediction with 1.9M reactions from USPTO patents (1976-2016). (1) The product is: [Br:22][CH:23]([CH3:27])[C:24]([O:14][C:2]([CH2:3][CH2:4][CH2:5][CH2:6][CH2:7][CH2:8][CH2:9][CH2:10][CH2:11][CH2:12][CH3:13])=[CH2:1])=[O:25]. Given the reactants [CH3:1][CH:2]([OH:14])[CH2:3][CH2:4][CH2:5][CH2:6][CH2:7][CH2:8][CH2:9][CH2:10][CH2:11][CH2:12][CH3:13].C(N(CC)CC)C.[Br:22][C:23](C)([CH3:27])[C:24](Br)=[O:25], predict the reaction product. (2) Given the reactants [C:1]([O:5][C:6](=[O:26])[NH:7][C@H:8]1[CH2:13][CH2:12][CH2:11][CH2:10][C@H:9]1[NH:14][C:15]1[N:16]=[CH:17][C:18]2[CH:24]=[N:23][CH:22]=[C:21](I)[C:19]=2[N:20]=1)([CH3:4])([CH3:3])[CH3:2].[CH3:27][N:28]1[CH:32]=[C:31](B(O)O)[CH:30]=[N:29]1, predict the reaction product. The product is: [C:1]([O:5][C:6](=[O:26])[NH:7][C@H:8]1[CH2:13][CH2:12][CH2:11][CH2:10][C@H:9]1[NH:14][C:15]1[N:16]=[CH:17][C:18]2[CH:24]=[N:23][CH:22]=[C:21]([C:31]3[CH:30]=[N:29][N:28]([CH3:27])[CH:32]=3)[C:19]=2[N:20]=1)([CH3:4])([CH3:3])[CH3:2]. (3) Given the reactants [CH2:1]([N:3]1[CH2:7][CH2:6][N:5]([C:8]2[CH:13]=[CH:12][N:11]=[CH:10][CH:9]=2)[C:4]1=[O:14])[CH3:2].ClC1C=CC=C(C(OO)=[O:23])C=1, predict the reaction product. The product is: [CH2:1]([N+:3]1([O-:23])[CH2:7][CH2:6][N:5]([C:8]2[CH:13]=[CH:12][N:11]=[CH:10][CH:9]=2)[C:4]1=[O:14])[CH3:2]. (4) Given the reactants [NH:1]1[C:10]2[C:5](=[CH:6][CH:7]=[CH:8][CH:9]=2)[CH:4]=[CH:3][C:2]1=O.P(Br)(Br)[Br:13].[C:16](=[O:19])([O-])[O-].[Na+].[Na+].CN([CH:25]=[O:26])C, predict the reaction product. The product is: [Br:13][C:4]1[C:5]2[C:10](=[CH:9][CH:8]=[C:7]3[O:19][CH2:16][CH2:25][O:26][C:6]3=2)[N:1]=[CH:2][CH:3]=1. (5) The product is: [NH2:1][C@H:2]([C:7]([OH:9])=[O:8])[C@H:3]([CH2:5][CH3:6])[CH3:4].[ClH:33]. Given the reactants [NH:1](C(OCC1C2C(=CC=CC=2)C2C1=CC=CC=2)=O)[C@H:2]([C:7]([OH:9])=[O:8])[C@H:3]([CH2:5][CH3:6])[CH3:4].N1CCCCC1.[ClH:33], predict the reaction product. (6) The product is: [CH2:12]([O:11][C:9](=[O:10])[C:7]1[CH:8]=[C:3]([C:1]#[N:2])[C:4]([N:16]2[CH2:21][CH2:20][CH:19]([C:22](=[O:24])[NH:37][S:34]([CH2:33][C:27]3[CH:28]=[CH:29][CH:30]=[C:31]([F:32])[C:26]=3[F:25])(=[O:35])=[O:36])[CH2:18][CH2:17]2)=[N:5][C:6]=1[O:14][CH3:15])[CH3:13]. Given the reactants [C:1]([C:3]1[C:4]([N:16]2[CH2:21][CH2:20][CH:19]([C:22]([OH:24])=O)[CH2:18][CH2:17]2)=[N:5][C:6]([O:14][CH3:15])=[C:7]([C:9]([O:11][CH2:12][CH3:13])=[O:10])[CH:8]=1)#[N:2].[F:25][C:26]1[C:31]([F:32])=[CH:30][CH:29]=[CH:28][C:27]=1[CH2:33][S:34]([NH2:37])(=[O:36])=[O:35], predict the reaction product. (7) Given the reactants [Br:1][C:2]1[CH:3]=[C:4]2[C:12](=[CH:13][CH:14]=1)[N:11]([CH2:15][C:16]1[CH:21]=[CH:20][CH:19]=[C:18]([F:22])[CH:17]=1)[C:10]1[CH2:9][CH2:8][CH:7]([NH2:23])[CH2:6][C:5]2=1.Cl.[CH3:25][N:26]([CH3:30])[C:27](Cl)=[O:28].C(N(CC)CC)C, predict the reaction product. The product is: [Br:1][C:2]1[CH:3]=[C:4]2[C:12](=[CH:13][CH:14]=1)[N:11]([CH2:15][C:16]1[CH:21]=[CH:20][CH:19]=[C:18]([F:22])[CH:17]=1)[C:10]1[CH2:9][CH2:8][CH:7]([NH:23][C:27](=[O:28])[N:26]([CH3:30])[CH3:25])[CH2:6][C:5]2=1.